Task: Predict the reactants needed to synthesize the given product.. Dataset: Full USPTO retrosynthesis dataset with 1.9M reactions from patents (1976-2016) (1) Given the product [CH3:29][C:30]1[CH:35]=[CH:34][C:33]([S:36]([O:1][CH2:2][CH2:3][CH:4]([NH:14][C:15]([O:16][C:17]([CH3:18])([CH3:20])[CH3:19])=[O:21])[C:5]2[CH:10]=[CH:9][CH:8]=[C:7]([N+:11]([O-:13])=[O:12])[CH:6]=2)(=[O:38])=[O:37])=[CH:32][CH:31]=1, predict the reactants needed to synthesize it. The reactants are: [OH:1][CH2:2][CH2:3][CH:4]([NH:14][C:15](=[O:21])[O:16][C:17]([CH3:20])([CH3:19])[CH3:18])[C:5]1[CH:10]=[CH:9][CH:8]=[C:7]([N+:11]([O-:13])=[O:12])[CH:6]=1.C(N(CC)CC)C.[CH3:29][C:30]1[CH:35]=[CH:34][C:33]([S:36](Cl)(=[O:38])=[O:37])=[CH:32][CH:31]=1. (2) Given the product [CH3:16][C:17]1[CH:24]=[C:23]([CH3:25])[CH:22]=[C:21]([CH3:26])[C:18]=1[CH2:19][S:15][C:13]1[O:14][C:10]([C:7]2[CH:8]=[CH:9][C:4]3[NH:3][CH:2]=[N:1][C:5]=3[CH:6]=2)=[N:11][N:12]=1, predict the reactants needed to synthesize it. The reactants are: [NH:1]1[C:5]2[CH:6]=[C:7]([C:10]3[O:14][C:13]([SH:15])=[N:12][N:11]=3)[CH:8]=[CH:9][C:4]=2[N:3]=[CH:2]1.[CH3:16][C:17]1[CH:24]=[C:23]([CH3:25])[CH:22]=[C:21]([CH3:26])[C:18]=1[CH2:19]Br. (3) Given the product [N:1]1[CH:2]=[CH:3][C:4](/[CH:7]=[CH:8]/[C:9]([N:15]2[CH2:16][CH2:21][CH2:20][CH2:19]2)=[O:11])=[CH:5][CH:6]=1, predict the reactants needed to synthesize it. The reactants are: [N:1]1[CH:6]=[CH:5][C:4]([CH:7]=[CH:8][C:9]([OH:11])=O)=[CH:3][CH:2]=1.ON1C2C=[CH:19][CH:20]=[CH:21][C:16]=2[N:15]=N1.CN(C)CCCN=C=NCC.N1CCCC1.